The task is: Predict which catalyst facilitates the given reaction.. This data is from Catalyst prediction with 721,799 reactions and 888 catalyst types from USPTO. Reactant: C(N(CC)CC)C.Cl.[Cl:9][C:10]1[CH:11]=[C:12]2[C:16](=[CH:17][CH:18]=1)[NH:15][CH:14]=[C:13]2[CH2:19][CH2:20][NH2:21].[Cl:22][CH2:23][C:24]1[CH:25]=[C:26]([CH:30]=[CH:31][CH:32]=1)[C:27](Cl)=[O:28]. Product: [Cl:9][C:10]1[CH:11]=[C:12]2[C:16](=[CH:17][CH:18]=1)[NH:15][CH:14]=[C:13]2[CH2:19][CH2:20][NH:21][C:27](=[O:28])[C:26]1[CH:30]=[CH:31][CH:32]=[C:24]([CH2:23][Cl:22])[CH:25]=1. The catalyst class is: 4.